Dataset: Catalyst prediction with 721,799 reactions and 888 catalyst types from USPTO. Task: Predict which catalyst facilitates the given reaction. Reactant: [F:1][C:2]1[C:3]([NH:22][CH:23]2[CH2:28][CH2:27][CH2:26][N:25]([C:29](=[O:33])[CH2:30][C:31]#[N:32])[CH2:24]2)=[N:4][C:5]([NH:8][C:9]2[CH:10]=[N:11][C:12]([N:15]3[CH2:20][CH2:19][N:18]([CH3:21])[CH2:17][CH2:16]3)=[CH:13][CH:14]=2)=[N:6][CH:7]=1.[CH:34]1([CH:37]=O)[CH2:36][CH2:35]1. Product: [CH:34]1([CH:37]=[C:30]([C:29]([N:25]2[CH2:26][CH2:27][CH2:28][CH:23]([NH:22][C:3]3[C:2]([F:1])=[CH:7][N:6]=[C:5]([NH:8][C:9]4[CH:10]=[N:11][C:12]([N:15]5[CH2:20][CH2:19][N:18]([CH3:21])[CH2:17][CH2:16]5)=[CH:13][CH:14]=4)[N:4]=3)[CH2:24]2)=[O:33])[C:31]#[N:32])[CH2:36][CH2:35]1. The catalyst class is: 14.